This data is from Retrosynthesis with 50K atom-mapped reactions and 10 reaction types from USPTO. The task is: Predict the reactants needed to synthesize the given product. (1) Given the product COC(=O)[C@@H]1C[C@H](N)[C@@H](O)C1, predict the reactants needed to synthesize it. The reactants are: COC(=O)[C@H]1C[C@H](O)[C@@H](NC(=O)OC(C)(C)C)C1. (2) Given the product COC(=O)c1cc(Cc2ccccc2)c[nH]1, predict the reactants needed to synthesize it. The reactants are: COC(=O)c1cc(C(=O)c2ccccc2)c[nH]1. (3) Given the product Oc1ccc(-c2nc3ccccc3n2-c2ccccc2)cc1, predict the reactants needed to synthesize it. The reactants are: COc1ccc(-c2nc3ccccc3n2-c2ccccc2)cc1. (4) Given the product Cc1onc(-c2ccccc2)c1CNc1cnc(C(=O)NC2CCOCC2)cn1, predict the reactants needed to synthesize it. The reactants are: COC(=O)c1cnc(NCc2c(-c3ccccc3)noc2C)cn1.NC1CCOCC1. (5) Given the product O=C(c1ccc(Cl)cc1)N1CC(O)C(N2CCN(Cc3ccc(Cl)cc3)CC2)C1, predict the reactants needed to synthesize it. The reactants are: O=C(c1ccc(Cl)cc1)N1CC(O)C(N2CCNCC2)C1.O=Cc1ccc(Cl)cc1. (6) Given the product COC(=O)C/C(=N\c1cccc(C)c1F)C(=O)OC, predict the reactants needed to synthesize it. The reactants are: COC(=O)CC(=O)C(=O)OC.Cc1cccc(N)c1F. (7) The reactants are: c1cc(C2OCCO2)cc(N2CCCC2)c1. Given the product O=Cc1cccc(N2CCCC2)c1, predict the reactants needed to synthesize it.